This data is from Reaction yield outcomes from USPTO patents with 853,638 reactions. The task is: Predict the reaction yield, written as a fraction of the theoretical maximum amount of product (1.0 means a 100% yield; for example, 0.34 means a 34% yield). The reactants are [F:1][C:2]1[CH:7]=[CH:6][C:5]([CH:8]2[CH2:13][CH2:12][N:11]([C:14]([C:16]3[CH:17]=[N:18][C:19]([Cl:24])=[C:20]([Cl:23])[C:21]=3Cl)=[O:15])[CH2:10][CH2:9]2)=[CH:4][CH:3]=1.[CH3:25][C:26]1[CH:32]=[CH:31][C:30]([C:33]([F:36])([F:35])[F:34])=[CH:29][C:27]=1[NH2:28]. No catalyst specified. The product is [Cl:23][C:20]1[C:21]([NH:28][C:27]2[CH:29]=[C:30]([C:33]([F:34])([F:35])[F:36])[CH:31]=[CH:32][C:26]=2[CH3:25])=[C:16]([C:14]([N:11]2[CH2:12][CH2:13][CH:8]([C:5]3[CH:6]=[CH:7][C:2]([F:1])=[CH:3][CH:4]=3)[CH2:9][CH2:10]2)=[O:15])[CH:17]=[N:18][C:19]=1[Cl:24]. The yield is 0.740.